Dataset: Forward reaction prediction with 1.9M reactions from USPTO patents (1976-2016). Task: Predict the product of the given reaction. (1) Given the reactants [Cl:1][C:2]1[CH:7]=[CH:6][C:5]([CH:8]([C:20]2[CH:25]=[CH:24][C:23]([NH:26][S:27]([CH:30]3[CH2:32][CH2:31]3)(=[O:29])=[O:28])=[CH:22][CH:21]=2)[CH2:9][C:10]([C:12]2[CH:17]=[CH:16][C:15](=[O:18])[N:14]([CH3:19])[CH:13]=2)=O)=[C:4]([CH3:33])[CH:3]=1.Cl.[NH2:35][OH:36].C(=O)([O-])O.[Na+], predict the reaction product. The product is: [Cl:1][C:2]1[CH:7]=[CH:6][C:5]([CH:8]([C:20]2[CH:21]=[CH:22][C:23]([NH:26][S:27]([CH:30]3[CH2:31][CH2:32]3)(=[O:29])=[O:28])=[CH:24][CH:25]=2)[CH2:9]/[C:10](=[N:35]\[OH:36])/[C:12]2[CH:17]=[CH:16][C:15](=[O:18])[N:14]([CH3:19])[CH:13]=2)=[C:4]([CH3:33])[CH:3]=1. (2) Given the reactants [C:1]([O:5][C:6]([N:8]1[CH2:13][CH2:12][N:11]([C:14](=[O:17])[CH2:15]Cl)[C@@H:10]([CH2:18][OH:19])[CH2:9]1)=[O:7])([CH3:4])([CH3:3])[CH3:2].CC(C)([O-])C.[K+].C(O)(=O)C, predict the reaction product. The product is: [C:1]([O:5][C:6]([N:8]1[CH2:13][CH2:12][N:11]2[C@@H:10]([CH2:18][O:19][CH2:15][C:14]2=[O:17])[CH2:9]1)=[O:7])([CH3:4])([CH3:3])[CH3:2]. (3) The product is: [CH3:1][C:2]1[S:6][C:5]2[CH:7]=[C:8]([O:11][S:24]([C:23]([F:36])([F:35])[F:22])(=[O:26])=[O:25])[CH:9]=[CH:10][C:4]=2[C:3]=1[C:12]1[CH:13]=[CH:14][C:15]([C:18]([F:21])([F:19])[F:20])=[CH:16][CH:17]=1. Given the reactants [CH3:1][C:2]1[S:6][C:5]2[CH:7]=[C:8]([OH:11])[CH:9]=[CH:10][C:4]=2[C:3]=1[C:12]1[CH:17]=[CH:16][C:15]([C:18]([F:21])([F:20])[F:19])=[CH:14][CH:13]=1.[F:22][C:23]([F:36])([F:35])[S:24](O[S:24]([C:23]([F:36])([F:35])[F:22])(=[O:26])=[O:25])(=[O:26])=[O:25], predict the reaction product. (4) Given the reactants [Br:1][C:2]1[CH:15]=[CH:14][C:5]([C:6]([C:8]2[CH:13]=[CH:12][CH:11]=[CH:10][CH:9]=2)=O)=[CH:4][CH:3]=1.C(OP([CH2:24][C:25]1[CH:30]=[C:29]([O:31][CH2:32][CH3:33])[C:28]([CH2:34]P(OCC)(OCC)=O)=[CH:27][C:26]=1[O:43][CH2:44][CH3:45])(OCC)=O)C.[C:46](O[K])([CH3:49])([CH3:48])[CH3:47].S(=O)(=O)(O)O, predict the reaction product. The product is: [Br:1][C:2]1[CH:15]=[CH:14][C:5]([C:6]([C:8]2[CH:13]=[CH:12][CH:11]=[CH:10][CH:9]=2)=[CH:34][C:28]2[CH:27]=[C:26]([O:43][CH2:44][CH3:45])[C:25]([CH:24]=[C:47]([C:8]3[CH:13]=[CH:12][CH:11]=[CH:10][CH:9]=3)[C:46]3[CH:49]=[CH:15][C:2]([Br:1])=[CH:3][CH:48]=3)=[CH:30][C:29]=2[O:31][CH2:32][CH3:33])=[CH:4][CH:3]=1. (5) Given the reactants [C:1]([NH:5][S:6]([C:9]1[C:10]([Cl:42])=[CH:11][C:12]([O:39][CH2:40][CH3:41])=[C:13]([C:15]2[N:16]([C:36](Cl)=[O:37])[C:17]([C:29]3[CH:34]=[CH:33][C:32]([Cl:35])=[CH:31][CH:30]=3)([CH3:28])[C:18]([C:21]3[CH:26]=[CH:25][C:24]([Cl:27])=[CH:23][CH:22]=3)([CH3:20])[N:19]=2)[CH:14]=1)(=[O:8])=[O:7])([CH3:4])([CH3:3])[CH3:2].[N:43]1([CH2:48][C:49]([N:51]2[CH2:56][CH2:55][NH:54][CH2:53][CH2:52]2)=[O:50])[CH:47]=[N:46][N:45]=[N:44]1, predict the reaction product. The product is: [Cl:27][C:24]1[CH:25]=[CH:26][C:21]([C@@:18]2([CH3:20])[C@:17]([C:29]3[CH:30]=[CH:31][C:32]([Cl:35])=[CH:33][CH:34]=3)([CH3:28])[N:16]([C:36]([N:54]3[CH2:53][CH2:52][N:51]([C:49](=[O:50])[CH2:48][N:43]4[CH:47]=[N:46][N:45]=[N:44]4)[CH2:56][CH2:55]3)=[O:37])[C:15]([C:13]3[C:12]([O:39][CH2:40][CH3:41])=[CH:11][C:10]([Cl:42])=[C:9]([S:6]([NH:5][C:1]([CH3:2])([CH3:3])[CH3:4])(=[O:8])=[O:7])[CH:14]=3)=[N:19]2)=[CH:22][CH:23]=1. (6) Given the reactants [CH3:1][C:2]([CH3:10])([CH3:9])[CH2:3][C@@H:4]([C:6]([OH:8])=[O:7])[NH2:5].Cl(O)(=O)(=O)=O.C1C=[C:20]2C(C(O)(O)[C:25](=O)[C:19]2=[CH:18]C=1)=O.CCO.C([O-])([O-])=O.[Na+].[Na+].[OH-].[Na+], predict the reaction product. The product is: [CH3:1][C:2]([CH3:10])([CH3:9])[CH2:3][C@@H:4]([C:6]([O:8][C:19]([CH3:25])([CH3:20])[CH3:18])=[O:7])[NH2:5].